Dataset: Forward reaction prediction with 1.9M reactions from USPTO patents (1976-2016). Task: Predict the product of the given reaction. (1) Given the reactants [F:1][C:2]1[CH:7]=[CH:6][CH:5]=[CH:4][C:3]=1[NH:8][C:9]([C:11]1[C:19]2[C:18](=O)[CH2:17][CH2:16][CH2:15][C:14]=2[NH:13][CH:12]=1)=[O:10].N1C=CC=CC=1.Cl.[O:28]([NH2:30])[CH3:29], predict the reaction product. The product is: [F:1][C:2]1[CH:7]=[CH:6][CH:5]=[CH:4][C:3]=1[NH:8][C:9]([C:11]1[C:19]2[C:18](=[N:30][O:28][CH3:29])[CH2:17][CH2:16][CH2:15][C:14]=2[NH:13][CH:12]=1)=[O:10]. (2) The product is: [CH2:12]([O:11][C:7]1[CH:6]=[C:3]([CH:4]=[O:5])[C:2]([C:55]2[CH:54]=[CH:53][C:52]([F:51])=[C:57]([F:58])[C:56]=2[F:59])=[CH:9][C:8]=1[CH3:10])[CH3:13]. Given the reactants Br[C:2]1[CH:9]=[C:8]([CH3:10])[C:7]([O:11][CH2:12][CH3:13])=[CH:6][C:3]=1[CH:4]=[O:5].C1(P(C2CCCCC2)C2C=CC=CC=2C2C(OC)=CC=CC=2OC)CCCCC1.[O-]P([O-])([O-])=O.[K+].[K+].[K+].[F:51][C:52]1[C:57]([F:58])=[C:56]([F:59])[CH:55]=[CH:54][C:53]=1B(O)O, predict the reaction product. (3) Given the reactants [CH2:1]([Li])[CH2:2][CH2:3][CH3:4].[CH2:6]=[CH:7][CH:8]1[O:10][CH2:9]1.[Cl-].[NH4+], predict the reaction product. The product is: [CH:7]([CH:8]([C:4]#[C:3][C:2]1[CH:1]=[CH:4][CH:3]=[CH:2][CH:1]=1)[CH2:9][OH:10])=[CH2:6]. (4) Given the reactants [C:1]1([C:13]2[CH:18]=[CH:17][CH:16]=[CH:15][CH:14]=2)[CH:6]=[CH:5][CH:4]=[C:3]([NH:7][CH2:8][CH2:9][C:10]([OH:12])=O)[CH:2]=1.[CH3:19][CH:20]1[CH2:25][CH2:24][CH2:23][CH2:22][NH:21]1.F[B-](F)(F)F.N1(OC(N(C)C)=[N+](C)C)C2C=CC=CC=2N=N1.C(N(CC)CC)C, predict the reaction product. The product is: [C:1]1([C:13]2[CH:18]=[CH:17][CH:16]=[CH:15][CH:14]=2)[CH:6]=[CH:5][CH:4]=[C:3]([NH:7][CH2:8][CH2:9][C:10]([N:21]2[CH2:22][CH2:23][CH2:24][CH2:25][CH:20]2[CH3:19])=[O:12])[CH:2]=1. (5) Given the reactants [F:1][C:2]1[CH:3]=[C:4]([C@:13]2([NH:23][C:24]([C:26]3[CH:35]=[CH:34][C:29]([C:30]([O:32]C)=[O:31])=[C:28]([OH:36])[CH:27]=3)=[O:25])[C:18]3=[N:19][CH:20]=[CH:21][CH:22]=[C:17]3[O:16][CH2:15][CH2:14]2)[CH:5]=[CH:6][C:7]=1[O:8][C:9]([F:12])([F:11])[F:10].[OH-].[Na+], predict the reaction product. The product is: [F:1][C:2]1[CH:3]=[C:4]([C@:13]2([NH:23][C:24]([C:26]3[CH:35]=[CH:34][C:29]([C:30]([OH:32])=[O:31])=[C:28]([OH:36])[CH:27]=3)=[O:25])[C:18]3=[N:19][CH:20]=[CH:21][CH:22]=[C:17]3[O:16][CH2:15][CH2:14]2)[CH:5]=[CH:6][C:7]=1[O:8][C:9]([F:11])([F:12])[F:10]. (6) Given the reactants [CH2:1]([O:3][C:4](=[O:23])[CH:5]([NH:15][C:16]([O:18][C:19]([CH3:22])([CH3:21])[CH3:20])=[O:17])[CH2:6][C:7]1[CH:12]=[CH:11][C:10]([OH:13])=[C:9]([NH2:14])[CH:8]=1)[CH3:2].[CH:24](OCC)(OCC)OCC.C(OC(OC(OC(C)(C)C)=O)=O)(C)(C)C.O, predict the reaction product. The product is: [CH2:1]([O:3][C:4](=[O:23])[C@@H:5]([NH:15][C:16]([O:18][C:19]([CH3:22])([CH3:21])[CH3:20])=[O:17])[CH2:6][C:7]1[CH:12]=[CH:11][C:10]2[O:13][CH:24]=[N:14][C:9]=2[CH:8]=1)[CH3:2]. (7) Given the reactants [Br:1][C:2]1[CH:9]=[CH:8][C:5]([CH2:6][OH:7])=[CH:4][CH:3]=1.C(N(CC)CC)C.[CH3:17][S:18](Cl)(=[O:20])=[O:19].O, predict the reaction product. The product is: [CH3:17][S:18]([O:7][CH2:6][C:5]1[CH:8]=[CH:9][C:2]([Br:1])=[CH:3][CH:4]=1)(=[O:20])=[O:19].